From a dataset of CYP2C19 inhibition data for predicting drug metabolism from PubChem BioAssay. Regression/Classification. Given a drug SMILES string, predict its absorption, distribution, metabolism, or excretion properties. Task type varies by dataset: regression for continuous measurements (e.g., permeability, clearance, half-life) or binary classification for categorical outcomes (e.g., BBB penetration, CYP inhibition). Dataset: cyp2c19_veith. (1) The compound is CCn1c(Cc2ccccc2)nnc1SCC(=O)c1cccc([N+](=O)[O-])c1. The result is 1 (inhibitor). (2) The compound is CCOc1ccc(C(Nc2ccc(C)cc2)P2(=O)OCC(C)(C)CO2)cc1. The result is 1 (inhibitor).